Predict the reaction yield, written as a fraction of the theoretical maximum amount of product (1.0 means a 100% yield; for example, 0.34 means a 34% yield). From a dataset of Reaction yield outcomes from USPTO patents with 853,638 reactions. (1) The reactants are [Cl:1][C:2]1[CH:3]=[CH:4][C:5]2[C:14]3[C:9](=[C:10]([NH:15]C(=O)O)[N:11]=[CH:12][CH:13]=3)[C:8](=[O:19])[N:7]([CH3:20])[C:6]=2[CH:21]=1.Cl.C(=O)(O)[O-].[Na+].[C:28]([OH:34])([C:30]([F:33])([F:32])[F:31])=[O:29]. The catalyst is CO. The product is [C:28]([OH:34])([C:30]([F:33])([F:32])[F:31])=[O:29].[NH2:15][C:10]1[N:11]=[CH:12][CH:13]=[C:14]2[C:9]=1[C:8](=[O:19])[N:7]([CH3:20])[C:6]1[CH:21]=[C:2]([Cl:1])[CH:3]=[CH:4][C:5]2=1. The yield is 0.00100. (2) The reactants are [CH:1]1[C:14]2[C:5](=[CH:6][C:7]3[C:12]([C:13]=2[CH2:15]O)=[CH:11][CH:10]=[CH:9][CH:8]=3)[CH:4]=[CH:3][CH:2]=1.P(Br)(Br)[Br:18].C([O-])([O-])=O.[K+].[K+]. The catalyst is C1(C)C=CC=CC=1. The product is [Br:18][CH2:15][C:13]1[C:14]2[C:5]([CH:6]=[C:7]3[C:12]=1[CH:11]=[CH:10][CH:9]=[CH:8]3)=[CH:4][CH:3]=[CH:2][CH:1]=2. The yield is 0.540. (3) The reactants are [C:1]([C:5]1[CH:6]=[C:7]([NH:17][C:18]([NH:20][C@@H:21]2[C:30]3[C:25](=[CH:26][CH:27]=[CH:28][CH:29]=3)[C@H:24]([O:31][C:32]3[CH:33]=[CH:34][C:35]4[N:36]([C:38]([CH2:41][CH:42]5[CH2:47][CH2:46][NH:45][CH2:44][CH2:43]5)=[N:39][N:40]=4)[CH:37]=3)[CH2:23][CH2:22]2)=[O:19])[N:8]([C:10]2[CH:15]=[CH:14][C:13]([CH3:16])=[CH:12][CH:11]=2)[N:9]=1)([CH3:4])([CH3:3])[CH3:2].CCN(C(C)C)C(C)C.FC(F)(F)S(O[CH2:63][CH:64]([F:66])[F:65])(=O)=O.CC#N. The catalyst is C(Cl)Cl.CO.O. The product is [NH4+:8].[OH-:19].[C:1]([C:5]1[CH:6]=[C:7]([NH:17][C:18]([NH:20][C@@H:21]2[C:30]3[C:25](=[CH:26][CH:27]=[CH:28][CH:29]=3)[C@H:24]([O:31][C:32]3[CH:33]=[CH:34][C:35]4[N:36]([C:38]([CH2:41][CH:42]5[CH2:43][CH2:44][N:45]([CH2:63][CH:64]([F:66])[F:65])[CH2:46][CH2:47]5)=[N:39][N:40]=4)[CH:37]=3)[CH2:23][CH2:22]2)=[O:19])[N:8]([C:10]2[CH:11]=[CH:12][C:13]([CH3:16])=[CH:14][CH:15]=2)[N:9]=1)([CH3:4])([CH3:2])[CH3:3]. The yield is 0.00100. (4) The reactants are [C:1]([O:5][C:6](=[O:31])[NH:7][C:8]([C:10]1[CH:15]=[CH:14][C:13]([CH2:16][NH:17][C:18]([C@H:20]2[N:24]3[C:25](=[O:30])[C:26]([NH2:29])=[CH:27][N:28]=[C:23]3[CH2:22][CH2:21]2)=[O:19])=[CH:12][CH:11]=1)=[NH:9])([CH3:4])([CH3:3])[CH3:2].[CH3:32][S:33](Cl)(=[O:35])=[O:34]. The catalyst is N1C=CC=CC=1.CCOC(C)=O. The product is [C:1]([O:5][C:6](=[O:31])[NH:7][C:8](=[NH:9])[C:10]1[CH:15]=[CH:14][C:13]([CH2:16][NH:17][C:18]([C@H:20]2[N:24]3[C:25](=[O:30])[C:26]([NH:29][S:33]([CH3:32])(=[O:35])=[O:34])=[CH:27][N:28]=[C:23]3[CH2:22][CH2:21]2)=[O:19])=[CH:12][CH:11]=1)([CH3:4])([CH3:2])[CH3:3]. The yield is 0.220. (5) The reactants are [C:1]1([CH:8]=[CH:7][C:5]([OH:6])=[CH:4][CH:3]=1)O.[CH2:9]([CH:11]([CH2:14][CH2:15][CH2:16][CH3:17])[CH2:12]Br)[CH3:10].[C:18](=[O:21])([O-])[O-].[K+].[K+]. The catalyst is [Br-].C([N+](CCCC)(CCCC)CCCC)CCC.CC(=O)CC. The product is [CH2:9]([CH:11]([CH2:14][CH2:15][CH2:16][CH3:17])[CH2:12][O:6][C:5]1[CH:7]=[CH:8][C:1]([O:21][CH2:18][CH:11]([CH2:9][CH3:10])[CH2:14][CH2:15][CH2:16][CH3:17])=[CH:3][CH:4]=1)[CH3:10]. The yield is 0.740. (6) The reactants are C([O:3][C:4]1[CH2:13][C:12]2[C:11]([NH2:14])=[CH:10][CH:9]=[CH:8][C:7]=2[CH2:6][CH:5]=1)C.Cl.[Na]. The catalyst is O1CCCC1. The product is [NH2:14][C:11]1[CH:10]=[CH:9][CH:8]=[C:7]2[C:12]=1[CH2:13][C:4](=[O:3])[CH2:5][CH2:6]2. The yield is 0.780. (7) The reactants are [BH4-].[Na+].[C:3]([C@H:8]1[S:12][CH2:11][C@H:10]([O:13][C:14](=[O:16])[CH3:15])[O:9]1)(OCC)=[O:4].CCOC(C)=O.CCCCCC. The catalyst is CO. The product is [OH:4][CH2:3][C@H:8]1[S:12][CH2:11][C@H:10]([O:13][C:14](=[O:16])[CH3:15])[O:9]1. The yield is 0.500.